From a dataset of hERG potassium channel inhibition data for cardiac toxicity prediction from Karim et al.. Regression/Classification. Given a drug SMILES string, predict its toxicity properties. Task type varies by dataset: regression for continuous values (e.g., LD50, hERG inhibition percentage) or binary classification for toxic/non-toxic outcomes (e.g., AMES mutagenicity, cardiotoxicity, hepatotoxicity). Dataset: herg_karim. (1) The result is 1 (blocker). The molecule is CC/C(=C(/c1ccccc1)c1ccc(OCCN(C)C)cc1)c1ccccc1. (2) The drug is COc1c(C(C)(C)C)cc(CN2CCN(C(=O)CCCCC(c3ccc(F)cc3)c3ccc(F)cc3)CC2)cc1C(C)(C)C. The result is 1 (blocker). (3) The compound is CCN1CCN(c2cc3[nH]c(SC4(C)CCC(c5nnco5)CC4)nc3cc2Cl)CC1. The result is 1 (blocker). (4) The molecule is COc1cc(-c2nc3n(n2)CCC[C@H]3c2ccc(F)cc2C)ccc1-n1cnc(C)c1. The result is 1 (blocker). (5) The drug is C[C@@H]1CN(c2nnc(C(F)(F)F)o2)CCN1c1ncc(OCc2ccc(S(C)(=O)=O)cc2F)cn1. The result is 1 (blocker). (6) The molecule is CC(C)(C)C#Cc1ccc2c(c1)[C@]1(COC(N)=N1)c1cc(-c3cncnc3)ccc1O2. The result is 1 (blocker).